From a dataset of TCR-epitope binding with 47,182 pairs between 192 epitopes and 23,139 TCRs. Binary Classification. Given a T-cell receptor sequence (or CDR3 region) and an epitope sequence, predict whether binding occurs between them. (1) The epitope is AYAQKIFKI. The TCR CDR3 sequence is CASSLGIAGGLGQTQYF. Result: 1 (the TCR binds to the epitope). (2) The epitope is YLQPRTFLL. The TCR CDR3 sequence is CASSQDIASGGLSTDTQYF. Result: 0 (the TCR does not bind to the epitope). (3) The epitope is LPAADLDDF. The TCR CDR3 sequence is CASSRSTGGYGGNQPQHF. Result: 1 (the TCR binds to the epitope). (4) The epitope is KLNVGDYFV. The TCR CDR3 sequence is CSVDLRGPGHGYTF. Result: 0 (the TCR does not bind to the epitope). (5) The epitope is FTISVTTEIL. The TCR CDR3 sequence is CASSLMRGGTYNSPLHF. Result: 0 (the TCR does not bind to the epitope). (6) The epitope is KLGGALQAK. The TCR CDR3 sequence is CASSLVAGGRDEQFF. Result: 1 (the TCR binds to the epitope).